The task is: Predict the reactants needed to synthesize the given product.. This data is from Full USPTO retrosynthesis dataset with 1.9M reactions from patents (1976-2016). (1) Given the product [Cl:1][C:2]1[CH:3]=[CH:4][C:5]2[N:6]([C:8]([C:11]3[O:19][C:18]4[CH:17]=[CH:16][N:15]=[C:14]([O:20][CH2:31][CH:32]5[CH2:28][CH2:33]5)[C:13]=4[CH:12]=3)=[CH:9][N:10]=2)[N:7]=1, predict the reactants needed to synthesize it. The reactants are: [Cl:1][C:2]1[CH:3]=[CH:4][C:5]2[N:6]([C:8]([C:11]3[O:19][C:18]4[CH:17]=[CH:16][N:15]=[C:14]([O:20]C(C)C)[C:13]=4[CH:12]=3)=[CH:9][N:10]=2)[N:7]=1.BrC1N2N=[C:31](Cl)[CH:32]=[CH:33][C:28]2=NC=1. (2) Given the product [NH:22]1[CH2:23][CH2:24][CH2:25][CH:21]1[CH2:20][N:18]1[CH:19]=[C:15]([NH:14][C:12]([C:8]2[N:9]=[CH:10][O:11][C:7]=2[C:3]2[CH:2]=[C:1]([CH3:33])[CH:6]=[CH:5][CH:4]=2)=[O:13])[CH:16]=[N:17]1, predict the reactants needed to synthesize it. The reactants are: [C:1]1([CH3:33])[CH:6]=[CH:5][CH:4]=[C:3]([C:7]2[O:11][CH:10]=[N:9][C:8]=2[C:12]([NH:14][C:15]2[CH:16]=[N:17][N:18]([CH2:20][CH:21]3[CH2:25][CH2:24][CH2:23][N:22]3C(OC(C)(C)C)=O)[CH:19]=2)=[O:13])[CH:2]=1.C(O)(C(F)(F)F)=O. (3) The reactants are: [CH3:1][C:2]([C:4]1[CH:9]=[CH:8][C:7]([OH:10])=[CH:6][CH:5]=1)=[CH2:3].[C:11](#[N:14])[CH:12]=[CH2:13].N(C(C)(CC(C)C)C#N)=NC(C)(CC(C)C)C#N. Given the product [CH2:1]=[CH:2][C:4]1[CH:9]=[CH:8][CH:7]=[CH:6][CH:5]=1.[CH3:3][C:2]([C:4]1[CH:9]=[CH:8][C:7]([OH:10])=[CH:6][CH:5]=1)=[CH2:1].[C:11](#[N:14])[CH:12]=[CH2:13], predict the reactants needed to synthesize it. (4) Given the product [CH3:34][O:35][CH2:36][CH2:37][NH:38][C:3]([C:5]1[N:10]=[C:9]([N:11]2[CH2:15][CH2:14][CH2:13][CH:12]2[C:16]2[O:20][N:19]=[C:18]([C:21]3[CH:26]=[CH:25][CH:24]=[CH:23][N:22]=3)[CH:17]=2)[N:8]=[C:7]([NH:27][C:28]2[CH:32]=[C:31]([CH3:33])[NH:30][N:29]=2)[CH:6]=1)=[O:4], predict the reactants needed to synthesize it. The reactants are: CO[C:3]([C:5]1[N:10]=[C:9]([N:11]2[CH2:15][CH2:14][CH2:13][CH:12]2[C:16]2[O:20][N:19]=[C:18]([C:21]3[CH:26]=[CH:25][CH:24]=[CH:23][N:22]=3)[CH:17]=2)[N:8]=[C:7]([NH:27][C:28]2[CH:32]=[C:31]([CH3:33])[NH:30][N:29]=2)[CH:6]=1)=[O:4].[CH3:34][O:35][CH2:36][CH2:37][NH2:38]. (5) Given the product [CH3:29][N:30]([CH2:41][C:42]1[N:46]([CH2:47][CH:48]2[CH2:52][CH2:51][N:50]([CH3:54])[CH2:49]2)[C:45]2[CH:55]=[CH:56][CH:57]=[CH:58][C:44]=2[N:43]=1)[CH:31]1[C:40]2[N:39]=[CH:38][CH:37]=[CH:36][C:35]=2[CH2:34][CH2:33][CH2:32]1, predict the reactants needed to synthesize it. The reactants are: CN(CC1N(CC2CCNC2)C2C=CC=CC=2N=1)C1C2N=CC=CC=2CCC1.[CH3:29][N:30]([CH2:41][C:42]1[N:46]([CH2:47][CH:48]2C[CH2:52][CH2:51][N:50]([CH3:54])[CH2:49]2)[C:45]2[CH:55]=[CH:56][CH:57]=[CH:58][C:44]=2[N:43]=1)[CH:31]1[C:40]2[N:39]=[CH:38][CH:37]=[CH:36][C:35]=2[CH2:34][CH2:33][CH2:32]1. (6) Given the product [F:8][C:9]1[CH:14]=[C:13]([N:15]2[CH:19]=[N:18][N:17]=[N:16]2)[CH:12]=[CH:11][C:10]=1[C:20]1[CH:21]=[CH:22][C:23]2[O:27][C:26]([CH:28]3[CH2:29][CH2:30][N:31]([CH2:46][CH2:47][O:48][CH3:49])[CH2:32][CH2:33]3)=[N:25][C:24]=2[CH:34]=1, predict the reactants needed to synthesize it. The reactants are: FC(F)(F)C(O)=O.[F:8][C:9]1[CH:14]=[C:13]([N:15]2[CH:19]=[N:18][N:17]=[N:16]2)[CH:12]=[CH:11][C:10]=1[C:20]1[CH:21]=[CH:22][C:23]2[O:27][C:26]([CH:28]3[CH2:33][CH2:32][NH:31][CH2:30][CH2:29]3)=[N:25][C:24]=2[CH:34]=1.C([O-])([O-])=O.[K+].[K+].CS(O[CH2:46][CH2:47][O:48][CH3:49])(=O)=O.CCOC(C)=O.O. (7) The reactants are: [NH:1]1[CH2:6][CH2:5][C:4](=[O:7])[CH2:3][CH2:2]1.C([O-])([O-])=O.[K+].[K+].Br[CH2:15][C:16]1[CH:21]=[CH:20][C:19]([F:22])=[CH:18][CH:17]=1. Given the product [F:22][C:19]1[CH:20]=[CH:21][C:16]([CH2:15][N:1]2[CH2:6][CH2:5][C:4](=[O:7])[CH2:3][CH2:2]2)=[CH:17][CH:18]=1, predict the reactants needed to synthesize it.